From a dataset of Peptide-MHC class I binding affinity with 185,985 pairs from IEDB/IMGT. Regression. Given a peptide amino acid sequence and an MHC pseudo amino acid sequence, predict their binding affinity value. This is MHC class I binding data. (1) The peptide sequence is RLADEGLNR. The MHC is HLA-A68:01 with pseudo-sequence HLA-A68:01. The binding affinity (normalized) is 0.256. (2) The peptide sequence is LESAQPGLL. The MHC is HLA-B40:02 with pseudo-sequence HLA-B40:02. The binding affinity (normalized) is 0.439. (3) The peptide sequence is IMYDIINSV. The MHC is HLA-A33:01 with pseudo-sequence HLA-A33:01. The binding affinity (normalized) is 0.296. (4) The peptide sequence is RPKQAWCWFGG. The MHC is Mamu-B08 with pseudo-sequence Mamu-B08. The binding affinity (normalized) is 0.0352. (5) The peptide sequence is GAAVTLNRI. The MHC is HLA-A02:02 with pseudo-sequence HLA-A02:02. The binding affinity (normalized) is 0.334. (6) The peptide sequence is AVRNAKAAV. The MHC is HLA-B46:01 with pseudo-sequence HLA-B46:01. The binding affinity (normalized) is 0.0847.